Task: Predict the product of the given reaction.. Dataset: Forward reaction prediction with 1.9M reactions from USPTO patents (1976-2016) (1) Given the reactants [CH2:1]([NH:8][CH2:9][CH2:10][C:11]1[C:19]2[C:14](=[CH:15][CH:16]=[C:17]([F:20])[CH:18]=2)[NH:13][CH:12]=1)[C:2]1[CH:7]=[CH:6][CH:5]=[CH:4][CH:3]=1.[F:21][C:22]([F:33])([F:32])[CH2:23]OS(C(F)(F)F)(=O)=O, predict the reaction product. The product is: [CH2:1]([N:8]([CH2:9][CH2:10][C:11]1[C:19]2[C:14](=[CH:15][CH:16]=[C:17]([F:20])[CH:18]=2)[NH:13][CH:12]=1)[CH2:23][C:22]([F:33])([F:32])[F:21])[C:2]1[CH:3]=[CH:4][CH:5]=[CH:6][CH:7]=1. (2) The product is: [CH3:1][O:2][C:3]1[CH:4]=[CH:5][C:6]([N:9]2[CH2:14][CH2:13][N:12]([C:15]3[S:16][C:17]([C:26]4[NH:30][N:29]=[N:28][N:27]=4)=[C:18]([C:20]4[CH:25]=[CH:24][CH:23]=[CH:22][CH:21]=4)[N:19]=3)[CH2:11][CH2:10]2)=[CH:7][CH:8]=1. Given the reactants [CH3:1][O:2][C:3]1[CH:8]=[CH:7][C:6]([N:9]2[CH2:14][CH2:13][N:12]([C:15]3[S:16][C:17]([C:26]#[N:27])=[C:18]([C:20]4[CH:25]=[CH:24][CH:23]=[CH:22][CH:21]=4)[N:19]=3)[CH2:11][CH2:10]2)=[CH:5][CH:4]=1.[N-:28]=[N+:29]=[N-:30].[Na+].[Cl-].[NH4+], predict the reaction product. (3) Given the reactants Cl[C:2]1[N:7]=[CH:6][N:5]=[C:4]([NH:8][S:9](=[O:16])(=[O:15])[NH:10][CH2:11][CH2:12][O:13][CH3:14])[C:3]=1[C:17]1[CH:22]=[CH:21][C:20]([Br:23])=[CH:19][CH:18]=1.[CH2:24]([OH:27])[CH2:25][OH:26], predict the reaction product. The product is: [Br:23][C:20]1[CH:21]=[CH:22][C:17]([C:3]2[C:4]([NH:8][S:9](=[O:16])(=[O:15])[NH:10][CH2:11][CH2:12][O:13][CH3:14])=[N:5][CH:6]=[N:7][C:2]=2[O:26][CH2:25][CH2:24][OH:27])=[CH:18][CH:19]=1. (4) Given the reactants [CH3:1][CH2:2][CH2:3][CH2:4][CH2:5][CH2:6][CH2:7][C:8]([O:10][CH2:11][CH:12]([O:24][C:25]([CH2:27][CH2:28][CH2:29][CH2:30][CH2:31][CH2:32][CH3:33])=[O:26])[CH2:13][O:14][C:15]([CH2:17][CH2:18][CH2:19][CH2:20][CH2:21][CH2:22][CH3:23])=[O:16])=[O:9].[O-][C:35]([CH2:37][CH2:38][CH2:39][CH2:40][CH2:41][CH2:42][CH2:43][CH2:44][CH3:45])=O.CCCCCCCC(O[CH:56]([C:78](OC(CCCCCCC)=O)(OC(CCCCCCC)=O)[C:79](OCC(O)CO)=O)[CH2:57][CH2:58][CH2:59][CH2:60][CH2:61][CH2:62][CH2:63]CCCCCCCCCCCC(O)=O)=O.CCCCCCCC(OCC(OC(CCCCCCC)=O)COC(CCCCCCC)=O)=O.[O-][C:141]([CH2:143][CH2:144][CH2:145][CH2:146][CH2:147][CH2:148][CH2:149][CH2:150][CH3:151])=O.C([O-])(=O)CCCCCCC/C=C\C/C=C\CCCCC.CCCCCCCC(OCC(OC(CCCCCCC)=O)COC(CCCCCCC)=O)=O.[O-]C(CCCCCCCCC)=O.C([O-])(=O)CCCCCCCCCCCCCCCCC, predict the reaction product. The product is: [CH3:35][CH2:37]/[CH:38]=[CH:39]\[CH2:40]/[CH:41]=[CH:42]\[CH2:43]/[CH:44]=[CH:45]\[CH2:1][CH2:2][CH2:3][CH2:4][CH2:5][CH2:6][CH2:7][C:8]([O:10][CH2:11][CH:12]([CH2:13][O:14][C:15]([CH2:17][CH2:18][CH2:19][CH2:20][CH2:21][CH2:22][CH2:23]/[CH:63]=[CH:62]\[CH2:61]/[CH:60]=[CH:59]\[CH2:58]/[CH:57]=[CH:56]\[CH2:78][CH3:79])=[O:16])[O:24][C:25]([CH2:27][CH2:28][CH2:29][CH2:30][CH2:31][CH2:32][CH2:33]/[CH:141]=[CH:143]\[CH2:144]/[CH:145]=[CH:146]\[CH2:147]/[CH:148]=[CH:149]\[CH2:150][CH3:151])=[O:26])=[O:9]. (5) Given the reactants [NH2:1][CH2:2][CH2:3][CH2:4][CH2:5][C@H:6]([NH:14][C:15](=[O:34])[NH:16][C@@H:17]([CH2:25][CH2:26][C:27]([O:29][C:30]([CH3:33])([CH3:32])[CH3:31])=[O:28])[C:18]([O:20][C:21]([CH3:24])([CH3:23])[CH3:22])=[O:19])[C:7]([O:9][C:10]([CH3:13])([CH3:12])[CH3:11])=[O:8].[C:35]([O:39][C:40](=[O:70])[CH2:41][N:42]([CH2:56][C:57]1[N:58]([CH2:62][C:63]([O:65][C:66]([CH3:69])([CH3:68])[CH3:67])=[O:64])[CH:59]=[CH:60][N:61]=1)[CH2:43][CH2:44][CH2:45][CH2:46][CH2:47][CH2:48][CH2:49][CH2:50][CH2:51][CH2:52][C:53](O)=[O:54])([CH3:38])([CH3:37])[CH3:36].CCN=C=NCCCN(C)C.C1C=CC2N(O)N=NC=2C=1.CCN(C(C)C)C(C)C, predict the reaction product. The product is: [C:66]([O:65][C:63](=[O:64])[CH2:62][N:58]1[CH:59]=[CH:60][N:61]=[C:57]1[CH2:56][N:42]([CH2:43][CH2:44][CH2:45][CH2:46][CH2:47][CH2:48][CH2:49][CH2:50][CH2:51][CH2:52][C:53](=[O:54])[NH:1][CH2:2][CH2:3][CH2:4][CH2:5][C@@H:6]([C:7]([O:9][C:10]([CH3:13])([CH3:12])[CH3:11])=[O:8])[NH:14][C:15](=[O:34])[NH:16][C@H:17]([C:18]([O:20][C:21]([CH3:22])([CH3:23])[CH3:24])=[O:19])[CH2:25][CH2:26][C:27]([O:29][C:30]([CH3:33])([CH3:32])[CH3:31])=[O:28])[CH2:41][C:40]([O:39][C:35]([CH3:36])([CH3:37])[CH3:38])=[O:70])([CH3:69])([CH3:67])[CH3:68].